Regression. Given two drug SMILES strings and cell line genomic features, predict the synergy score measuring deviation from expected non-interaction effect. From a dataset of NCI-60 drug combinations with 297,098 pairs across 59 cell lines. (1) Drug 1: C(CC(=O)O)C(=O)CN.Cl. Drug 2: CC1=C(C(=O)C2=C(C1=O)N3CC4C(C3(C2COC(=O)N)OC)N4)N. Cell line: CCRF-CEM. Synergy scores: CSS=43.1, Synergy_ZIP=-5.60, Synergy_Bliss=-7.64, Synergy_Loewe=-9.60, Synergy_HSA=-3.66. (2) Drug 1: CC1=C2C(C(=O)C3(C(CC4C(C3C(C(C2(C)C)(CC1OC(=O)C(C(C5=CC=CC=C5)NC(=O)C6=CC=CC=C6)O)O)OC(=O)C7=CC=CC=C7)(CO4)OC(=O)C)O)C)OC(=O)C. Drug 2: COCCOC1=C(C=C2C(=C1)C(=NC=N2)NC3=CC=CC(=C3)C#C)OCCOC.Cl. Cell line: SK-OV-3. Synergy scores: CSS=57.2, Synergy_ZIP=1.83, Synergy_Bliss=1.89, Synergy_Loewe=-1.12, Synergy_HSA=5.51. (3) Drug 1: CC1C(C(=O)NC(C(=O)N2CCCC2C(=O)N(CC(=O)N(C(C(=O)O1)C(C)C)C)C)C(C)C)NC(=O)C3=C4C(=C(C=C3)C)OC5=C(C(=O)C(=C(C5=N4)C(=O)NC6C(OC(=O)C(N(C(=O)CN(C(=O)C7CCCN7C(=O)C(NC6=O)C(C)C)C)C)C(C)C)C)N)C. Drug 2: CS(=O)(=O)CCNCC1=CC=C(O1)C2=CC3=C(C=C2)N=CN=C3NC4=CC(=C(C=C4)OCC5=CC(=CC=C5)F)Cl. Cell line: TK-10. Synergy scores: CSS=3.48, Synergy_ZIP=-7.79, Synergy_Bliss=0.123, Synergy_Loewe=-4.31, Synergy_HSA=-3.88.